Dataset: Forward reaction prediction with 1.9M reactions from USPTO patents (1976-2016). Task: Predict the product of the given reaction. The product is: [CH:3]1([CH:8]([C:14]2[CH:18]=[CH:17][S:16][CH:15]=2)[C:9]([OH:11])=[O:10])[CH2:7][CH2:6][CH2:5][CH2:4]1. Given the reactants [OH-].[Na+].[CH:3]1([CH:8]([C:14]2[CH:18]=[CH:17][S:16][CH:15]=2)[C:9]([O:11]CC)=[O:10])[CH2:7][CH2:6][CH2:5][CH2:4]1, predict the reaction product.